Task: Predict which catalyst facilitates the given reaction.. Dataset: Catalyst prediction with 721,799 reactions and 888 catalyst types from USPTO (1) Reactant: C[O:2][C:3]([C:5]1[CH:6]=[C:7]2[C:11](=[CH:12][CH:13]=1)[CH2:10][N:9]([C:14](=[O:40])[C:15]1[CH:20]=[C:19]([CH:21]([CH3:23])[CH3:22])[C:18]([O:24][CH2:25][C:26]3[CH:31]=[CH:30][CH:29]=[CH:28][CH:27]=3)=[CH:17][C:16]=1[O:32][CH2:33][C:34]1[CH:39]=[CH:38][CH:37]=[CH:36][CH:35]=1)[CH2:8]2)=[O:4]. Product: [CH2:33]([O:32][C:16]1[CH:17]=[C:18]([O:24][CH2:25][C:26]2[CH:31]=[CH:30][CH:29]=[CH:28][CH:27]=2)[C:19]([CH:21]([CH3:23])[CH3:22])=[CH:20][C:15]=1[C:14]([N:9]1[CH2:8][C:7]2[C:11](=[CH:12][CH:13]=[C:5]([C:3]([OH:4])=[O:2])[CH:6]=2)[CH2:10]1)=[O:40])[C:34]1[CH:35]=[CH:36][CH:37]=[CH:38][CH:39]=1. The catalyst class is: 273. (2) Reactant: [CH3:1][O:2][C:3]1[C:31]([O:32][CH3:33])=[CH:30][C:6]2[N:7]([C:10]3[S:14][C:13]([C:15]([NH2:17])=O)=[C:12]([O:18][CH2:19][C:20]4[CH:25]=[CH:24][CH:23]=[CH:22][C:21]=4[C:26]([F:29])([F:28])[F:27])[CH:11]=3)[CH:8]=[N:9][C:5]=2[CH:4]=1.COC1C=CC(P2(SP(C3C=CC(OC)=CC=3)(=S)S2)=[S:43])=CC=1.Cl. Product: [CH3:1][O:2][C:3]1[C:31]([O:32][CH3:33])=[CH:30][C:6]2[N:7]([C:10]3[S:14][C:13]([C:15](=[S:43])[NH2:17])=[C:12]([O:18][CH2:19][C:20]4[CH:25]=[CH:24][CH:23]=[CH:22][C:21]=4[C:26]([F:29])([F:27])[F:28])[CH:11]=3)[CH:8]=[N:9][C:5]=2[CH:4]=1. The catalyst class is: 12. (3) Reactant: C(OC([NH:8][CH2:9][C:10]1[C:11]([CH2:36][CH:37]([CH3:39])[CH3:38])=[N:12][C:13]2[C:18]([C:19]=1[C:20]1[CH:25]=[CH:24][C:23]([CH3:26])=[CH:22][CH:21]=1)=[CH:17][C:16]([O:27][CH2:28][CH2:29][CH2:30][C:31]([O:33][CH2:34][CH3:35])=[O:32])=[CH:15][CH:14]=2)=O)(C)(C)C.Cl.O.[C:42]1([CH3:52])[CH:47]=[CH:46][C:45]([S:48]([OH:51])(=[O:50])=[O:49])=[CH:44][CH:43]=1. Product: [C:42]1([CH3:52])[CH:43]=[CH:44][C:45]([S:48]([OH:51])(=[O:49])=[O:50])=[CH:46][CH:47]=1.[NH2:8][CH2:9][C:10]1[C:11]([CH2:36][CH:37]([CH3:38])[CH3:39])=[N:12][C:13]2[C:18]([C:19]=1[C:20]1[CH:21]=[CH:22][C:23]([CH3:26])=[CH:24][CH:25]=1)=[CH:17][C:16]([O:27][CH2:28][CH2:29][CH2:30][C:31]([O:33][CH2:34][CH3:35])=[O:32])=[CH:15][CH:14]=2. The catalyst class is: 336. (4) The catalyst class is: 29. Product: [NH2:1][C@H:2]([C:26]([OH:28])=[O:27])[CH2:3][CH2:4][C:5]([NH:7][C@H:8]([C:12]([NH:14][CH2:15][C:16]([OH:18])=[O:17])=[O:13])[CH:9]([CH3:11])[CH3:10])=[O:6]. Reactant: [NH:1](C(OCC1C=CC=CC=1)=O)[C@H:2]([C:26]([O:28]CC1C=CC=CC=1)=[O:27])[CH2:3][CH2:4][C:5]([NH:7][C@H:8]([C:12]([NH:14][CH2:15][C:16]([O:18]CC1C=CC=CC=1)=[O:17])=[O:13])[CH:9]([CH3:11])[CH3:10])=[O:6].O.